Dataset: Reaction yield outcomes from USPTO patents with 853,638 reactions. Task: Predict the reaction yield, written as a fraction of the theoretical maximum amount of product (1.0 means a 100% yield; for example, 0.34 means a 34% yield). (1) The reactants are C(OC([N:8]([C:29]1[N:30]=[C:31]2[CH:37]=[CH:36][N:35]([S:38]([C:41]3[CH:47]=[CH:46][C:44]([CH3:45])=[CH:43][CH:42]=3)(=[O:40])=[O:39])[C:32]2=[N:33][CH:34]=1)[CH2:9][C:10]([CH:12]1[CH:17]([CH3:18])[CH2:16][CH2:15][N:14]([C:19]([O:21][CH2:22][C:23]2[CH:28]=[CH:27][CH:26]=[CH:25][CH:24]=2)=[O:20])[CH2:13]1)=[O:11])=O)(C)(C)C.Cl. No catalyst specified. The product is [CH3:18][CH:17]1[CH2:16][CH2:15][N:14]([C:19]([O:21][CH2:22][C:23]2[CH:24]=[CH:25][CH:26]=[CH:27][CH:28]=2)=[O:20])[CH2:13][CH:12]1[C:10](=[O:11])[CH2:9][NH:8][C:29]1[N:30]=[C:31]2[CH:37]=[CH:36][N:35]([S:38]([C:41]3[CH:47]=[CH:46][C:44]([CH3:45])=[CH:43][CH:42]=3)(=[O:40])=[O:39])[C:32]2=[N:33][CH:34]=1. The yield is 1.00. (2) The reactants are [F:1][C:2]1[CH:7]=[CH:6][CH:5]=[CH:4][C:3]=1[OH:8].F[C:10]1[CH:15]=[CH:14][CH:13]=[CH:12][C:11]=1[N+:16]([O-:18])=[O:17].[F:19][C:20]1[CH:33]=[CH:32][CH:31]=[CH:30][C:21]=1[O:22][C:23]1[CH:29]=[CH:28][CH:27]=[CH:26][C:24]=1[NH2:25].[NH2:34][C:35]1[S:36][CH:37]=[CH:38][N:39]=1. No catalyst specified. The product is [F:1][C:2]1[CH:7]=[CH:6][CH:5]=[CH:4][C:3]=1[O:8][C:10]1[CH:15]=[CH:14][CH:13]=[CH:12][C:11]=1[N+:16]([O-:18])=[O:17].[F:19][C:20]1[CH:33]=[CH:32][CH:31]=[CH:30][C:21]=1[O:22][C:23]1[CH:29]=[CH:28][CH:27]=[CH:26][C:24]=1[NH:25][C:3]([NH:34][C:35]1[S:36][CH:37]=[CH:38][N:39]=1)=[O:8]. The yield is 0.810. (3) The reactants are [CH3:1][N:2]1[CH:7]=[C:6](B2OC(C)(C)C(C)(C)O2)[CH:5]=[C:4]([NH:17][C:18]2[CH:23]=[CH:22][CH:21]=[CH:20][N:19]=2)[C:3]1=[O:24].Cl[C:26]1[CH:31]=[CH:30][N:29]=[C:28]([N:32]2[C:44](=[O:45])[C:43]3[S:42][C:41]4[CH2:40][CH2:39][CH2:38][CH2:37][C:36]=4[C:35]=3[CH:34]=[N:33]2)[C:27]=1[CH:46]=[O:47].[O-]P([O-])([O-])=O.[K+].[K+].[K+].C([O-])(=O)C.[Na+]. The catalyst is O.C1C=CC(P(C2C=CC=CC=2)[C-]2C=CC=C2)=CC=1.C1C=CC(P(C2C=CC=CC=2)[C-]2C=CC=C2)=CC=1.Cl[Pd]Cl.[Fe+2].C(#N)C. The product is [CH3:1][N:2]1[C:3](=[O:24])[C:4]([NH:17][C:18]2[CH:23]=[CH:22][CH:21]=[CH:20][N:19]=2)=[CH:5][C:6]([C:26]2[CH:31]=[CH:30][N:29]=[C:28]([N:32]3[C:44](=[O:45])[C:43]4[S:42][C:41]5[CH2:40][CH2:39][CH2:38][CH2:37][C:36]=5[C:35]=4[CH:34]=[N:33]3)[C:27]=2[CH:46]=[O:47])=[CH:7]1. The yield is 0.880. (4) The reactants are C[O:2][C:3]([C:5]1([C:8]2[CH:9]=[CH:10][C:11]3[O:15][CH2:14][C:13]([CH3:17])([CH3:16])[C:12]=3[CH:18]=2)[CH2:7][CH2:6]1)=[O:4].[Li+].[OH-].Cl. The catalyst is CO. The product is [CH3:16][C:13]1([CH3:17])[C:12]2[CH:18]=[C:8]([C:5]3([C:3]([OH:4])=[O:2])[CH2:6][CH2:7]3)[CH:9]=[CH:10][C:11]=2[O:15][CH2:14]1. The yield is 0.410.